This data is from TCR-epitope binding with 47,182 pairs between 192 epitopes and 23,139 TCRs. The task is: Binary Classification. Given a T-cell receptor sequence (or CDR3 region) and an epitope sequence, predict whether binding occurs between them. (1) The epitope is RILGAGCFV. The TCR CDR3 sequence is CASSLFAESNSPLHF. Result: 0 (the TCR does not bind to the epitope). (2) The epitope is TLIGDCATV. The TCR CDR3 sequence is CASSTPPGVNSNQPQHF. Result: 0 (the TCR does not bind to the epitope).